Predict the reactants needed to synthesize the given product. From a dataset of Full USPTO retrosynthesis dataset with 1.9M reactions from patents (1976-2016). (1) Given the product [CH2:2]([C:1]1[S:5][C:8]([C:18]2[CH:23]=[CH:22][N:21]=[CH:20][CH:19]=2)=[C:9]([C:11]2[CH:12]=[CH:13][C:14]([F:17])=[CH:15][CH:16]=2)[N:4]=1)[CH3:3], predict the reactants needed to synthesize it. The reactants are: [C:1](=[S:5])([NH2:4])[CH2:2][CH3:3].Br.Br[CH:8]([C:18]1[CH:23]=[CH:22][N:21]=[CH:20][CH:19]=1)[C:9]([C:11]1[CH:16]=[CH:15][C:14]([F:17])=[CH:13][CH:12]=1)=O. (2) Given the product [OH:1][C@@H:2]([C@H:4]1[C:25](=[O:26])[N:6]2[C:7]([C:12]([O:14][CH2:15][C:16]3[CH:21]=[CH:20][C:19]([N+:22]([O-:24])=[O:23])=[CH:18][CH:17]=3)=[O:13])=[C:8]([C:40]3[S:39][C:38]4=[C:34]([S:33][C:28]5[CH:29]=[CH:30][CH:31]=[CH:32][N:27]=5)[N:35]=[CH:36][N:37]4[CH:41]=3)[C@H:9]([CH3:10])[C@H:5]12)[CH3:3], predict the reactants needed to synthesize it. The reactants are: [OH:1][C@@H:2]([C@H:4]1[C:25](=[O:26])[N:6]2[C@@H:7]([C:12]([O:14][CH2:15][C:16]3[CH:21]=[CH:20][C:19]([N+:22]([O-:24])=[O:23])=[CH:18][CH:17]=3)=[O:13])[C:8](=O)[C@H:9]([CH3:10])[C@H:5]12)[CH3:3].[N:27]1[CH:32]=[CH:31][CH:30]=[CH:29][C:28]=1[S:33][C:34]1[N:35]=[CH:36][N:37]2[CH:41]=[C:40]([Sn](CCCC)(CCCC)CCCC)[S:39][C:38]=12. (3) Given the product [CH3:1][S:2][C:3]1[N:8]=[C:7]([NH:13][CH3:12])[C:6]([O:10][CH3:11])=[CH:5][N:4]=1, predict the reactants needed to synthesize it. The reactants are: [CH3:1][S:2][C:3]1[N:8]=[C:7](Cl)[C:6]([O:10][CH3:11])=[CH:5][N:4]=1.[CH3:12][NH2:13].C1CCCCC1.C(OCC)(=O)C.